Dataset: Reaction yield outcomes from USPTO patents with 853,638 reactions. Task: Predict the reaction yield, written as a fraction of the theoretical maximum amount of product (1.0 means a 100% yield; for example, 0.34 means a 34% yield). The reactants are [CH2:1]([C:3]1[CH:4]=[CH:5][C:6]([CH:9]=[CH2:10])=[N:7][CH:8]=1)[CH3:2].BrN1C(=[O:17])CCC1=O.[OH-].[Na+].[OH:21][C:22]1[CH:29]=[CH:28][C:25]([CH:26]=[O:27])=[CH:24][CH:23]=1. The catalyst is O.C1(C)C=CC=CC=1.C(O)(C)(C)C. The product is [CH2:1]([C:3]1[CH:4]=[CH:5][C:6]([CH:9]([OH:17])[CH2:10][O:21][C:22]2[CH:29]=[CH:28][C:25]([CH:26]=[O:27])=[CH:24][CH:23]=2)=[N:7][CH:8]=1)[CH3:2]. The yield is 0.810.